Dataset: Reaction yield outcomes from USPTO patents with 853,638 reactions. Task: Predict the reaction yield, written as a fraction of the theoretical maximum amount of product (1.0 means a 100% yield; for example, 0.34 means a 34% yield). (1) The reactants are [Br:1][C:2]1[CH:7]=[CH:6][C:5]([C:8]2[N:9]([CH2:22][CH2:23][OH:24])[CH:10]=[C:11]([C:13]3[N:14]([CH:19]([CH3:21])[CH3:20])[N:15]=[C:16]([CH3:18])[N:17]=3)[N:12]=2)=[C:4](F)[CH:3]=1.[H-].[Na+]. The catalyst is CN(C=O)C. The product is [Br:1][C:2]1[CH:7]=[CH:6][C:5]2[C:8]3[N:9]([CH2:22][CH2:23][O:24][C:4]=2[CH:3]=1)[CH:10]=[C:11]([C:13]1[N:14]([CH:19]([CH3:21])[CH3:20])[N:15]=[C:16]([CH3:18])[N:17]=1)[N:12]=3. The yield is 0.530. (2) The product is [CH2:21]([O:20][C:18](=[O:19])[O:8][C:5]1[CH:6]=[CH:7][C:2]([Br:1])=[CH:3][C:4]=1[F:9])[CH3:22]. The reactants are [Br:1][C:2]1[CH:7]=[CH:6][C:5]([OH:8])=[C:4]([F:9])[CH:3]=1.C(N(CC)CC)C.Cl[C:18]([O:20][CH2:21][CH3:22])=[O:19]. The catalyst is ClCCl. The yield is 0.930. (3) The yield is 0.140. The catalyst is C1(C)C=CC=CC=1.C([O-])(=O)C.[Pd+2].C([O-])(=O)C. The product is [CH2:17]1[CH2:16][O:15][C:12]2[CH:13]=[CH:14][C:9]([NH:8][C:6]3[C:5]([F:19])=[CH:4][N:3]=[C:2]([NH:20][C:21]4[CH:22]=[N:23][CH:24]=[CH:25][CH:26]=4)[N:7]=3)=[CH:10][C:11]=2[O:18]1. The reactants are Cl[C:2]1[N:7]=[C:6]([NH:8][C:9]2[CH:14]=[CH:13][C:12]3[O:15][CH2:16][CH2:17][O:18][C:11]=3[CH:10]=2)[C:5]([F:19])=[CH:4][N:3]=1.[NH2:20][C:21]1[CH:22]=[N:23][CH:24]=[CH:25][CH:26]=1.CC(C)([O-])C.[Na+].C1C=CC(P(C2C=CC3C(=CC=CC=3)C=2C2C3C(=CC=CC=3)C=CC=2P(C2C=CC=CC=2)C2C=CC=CC=2)C2C=CC=CC=2)=CC=1.C(N(CC)C(C)C)(C)C. (4) The reactants are [Br:1][C:2]1[CH:22]=[CH:21][C:5]([CH2:6][NH:7][CH2:8][C:9]2[CH:13]=[C:12]([C:14]([CH3:17])([CH3:16])[CH3:15])[S:11][C:10]=2[C:18](O)=[O:19])=[C:4]([F:23])[CH:3]=1.S(Cl)(Cl)=O. The catalyst is C(Cl)Cl. The product is [Br:1][C:2]1[CH:22]=[CH:21][C:5]([CH2:6][N:7]2[CH2:8][C:9]3[CH:13]=[C:12]([C:14]([CH3:17])([CH3:16])[CH3:15])[S:11][C:10]=3[C:18]2=[O:19])=[C:4]([F:23])[CH:3]=1. The yield is 0.720. (5) The reactants are [N:1]1([C:7]([C:9]2[CH:14]=[CH:13][C:12]([NH:15][C:16]3[N:20](COCC[Si](C)(C)C)[N:19]=[CH:18][C:17]=3[C:29]#[N:30])=[CH:11][CH:10]=2)=[O:8])[CH2:6][CH2:5][O:4][CH2:3][CH2:2]1.Cl. The catalyst is C(O)C. The product is [N:1]1([C:7]([C:9]2[CH:14]=[CH:13][C:12]([NH:15][C:16]3[NH:20][N:19]=[CH:18][C:17]=3[C:29]#[N:30])=[CH:11][CH:10]=2)=[O:8])[CH2:6][CH2:5][O:4][CH2:3][CH2:2]1. The yield is 0.866. (6) The reactants are [C:1]([C:4]1[C:5]([CH3:11])=[N:6][C:7]([NH2:10])=[N:8][CH:9]=1)(=[O:3])[CH3:2].[CH3:12][N:13]([CH:15](OC)OC)[CH3:14]. No catalyst specified. The product is [CH3:12][N:13]([CH3:15])/[CH:14]=[CH:2]/[C:1]([C:4]1[C:5]([CH3:11])=[N:6][C:7]([N:10]=[CH:12][N:13]([CH3:15])[CH3:14])=[N:8][CH:9]=1)=[O:3]. The yield is 0.610. (7) The reactants are [CH3:1][C:2]([C:4]1[CH:9]=[CH:8][C:7](Br)=[CH:6][CH:5]=1)=[O:3].[NH:11]1[CH:15]=[N:14][CH:13]=[N:12]1.C([O-])([O-])=O.[Cs+].[Cs+]. The catalyst is CN(C=O)C.O.[Cu]I. The product is [N:11]1([C:7]2[CH:8]=[CH:9][C:4]([C:2](=[O:3])[CH3:1])=[CH:5][CH:6]=2)[CH:15]=[N:14][CH:13]=[N:12]1. The yield is 0.960.